From a dataset of Catalyst prediction with 721,799 reactions and 888 catalyst types from USPTO. Predict which catalyst facilitates the given reaction. (1) Reactant: [C:9](O[C:9]([O:11][C:12]([CH3:15])([CH3:14])[CH3:13])=[O:10])([O:11][C:12]([CH3:15])([CH3:14])[CH3:13])=[O:10].[NH2:16][C:17]1[CH:22]=[CH:21][C:20]([CH2:23][CH2:24][CH2:25][C:26]([OH:28])=[O:27])=[CH:19][CH:18]=1.[OH-].[Na+]. Product: [C:12]([O:11][C:9]([NH:16][C:17]1[CH:18]=[CH:19][C:20]([CH2:23][CH2:24][CH2:25][C:26]([OH:28])=[O:27])=[CH:21][CH:22]=1)=[O:10])([CH3:13])([CH3:14])[CH3:15]. The catalyst class is: 371. (2) Reactant: [Cl:1][C:2]1[CH:3]=[CH:4][C:5]([O:10][CH2:11][C:12]([N:14]2[CH2:19][C@H:18]([CH3:20])[N:17]([CH2:21][C:22]3[CH:27]=[CH:26][C:25]([F:28])=[CH:24][CH:23]=3)[CH2:16][C@H:15]2[CH3:29])=[O:13])=[C:6]([CH:9]=1)[CH:7]=O.Cl.[CH3:31][O:32][C:33](=[O:37])[CH2:34][NH:35][CH3:36].C(O[BH-](OC(=O)C)OC(=O)C)(=O)C.[Na+]. Product: [CH3:31][O:32][C:33](=[O:37])[CH2:34][N:35]([CH2:7][C:6]1[CH:9]=[C:2]([Cl:1])[CH:3]=[CH:4][C:5]=1[O:10][CH2:11][C:12]([N:14]1[CH2:19][C@H:18]([CH3:20])[N:17]([CH2:21][C:22]2[CH:23]=[CH:24][C:25]([F:28])=[CH:26][CH:27]=2)[CH2:16][C@H:15]1[CH3:29])=[O:13])[CH3:36]. The catalyst class is: 5. (3) Reactant: [OH:1][C:2]1[CH:7]=[CH:6][C:5]([OH:8])=[CH:4][CH:3]=1.C(=O)([O-])[O-].[K+].[K+].Cl[C:16]1[C:21]([Cl:22])=[CH:20][C:19]([C:23]([F:26])([F:25])[F:24])=[CH:18][N:17]=1. Product: [Cl:22][C:21]1[C:16]([O:1][C:2]2[CH:7]=[CH:6][C:5]([OH:8])=[CH:4][CH:3]=2)=[N:17][CH:18]=[C:19]([C:23]([F:25])([F:24])[F:26])[CH:20]=1. The catalyst class is: 131. (4) Reactant: Cl[CH:2]([C:10]1[CH:15]=[CH:14][CH:13]=[CH:12][CH:11]=1)[C:3](=O)[C:4]([O:6][CH2:7][CH3:8])=[O:5].[F:16][C:17]([F:22])([F:21])[C:18]([NH2:20])=[S:19].C([O-])([O-])=O.[Na+].[Na+]. Product: [C:10]1([C:2]2[S:19][C:18]([C:17]([F:22])([F:21])[F:16])=[N:20][C:3]=2[C:4]([O:6][CH2:7][CH3:8])=[O:5])[CH:15]=[CH:14][CH:13]=[CH:12][CH:11]=1. The catalyst class is: 23. (5) The catalyst class is: 54. Reactant: C[Mg]Br.[C:4]([C:7]1[CH:8]=[CH:9][C:10]([O:22][CH2:23][C:24]2[CH:29]=[CH:28][CH:27]=[CH:26][CH:25]=2)=[C:11]([CH:21]=1)[C:12]([NH:14][C:15]1[CH:16]=[N:17][CH:18]=[CH:19][CH:20]=1)=[O:13])(=[O:6])[CH3:5].OS(O)(=O)=O.[C:35]([O-])(O)=O.[Na+]. Product: [OH:6][C:4]([C:7]1[CH:8]=[CH:9][C:10]([O:22][CH2:23][C:24]2[CH:29]=[CH:28][CH:27]=[CH:26][CH:25]=2)=[C:11]([CH:21]=1)[C:12]([NH:14][C:15]1[CH:16]=[N:17][CH:18]=[CH:19][CH:20]=1)=[O:13])([CH3:35])[CH3:5].